This data is from Full USPTO retrosynthesis dataset with 1.9M reactions from patents (1976-2016). The task is: Predict the reactants needed to synthesize the given product. (1) Given the product [CH3:5][O:4][N:3]([CH3:2])[C:19]([C:21]1([CH3:26])[CH2:22][CH2:23][CH2:24][CH2:25]1)=[O:20], predict the reactants needed to synthesize it. The reactants are: Cl.[CH3:2][NH:3][O:4][CH3:5].C([Li])CCC.CCCCCC.CO[C:19]([C:21]1([CH3:26])[CH2:25][CH2:24][CH2:23][CH2:22]1)=[O:20]. (2) Given the product [I:1][C:2]1[N:6]2[CH:7]=[C:8]([C:11]3[CH:12]=[CH:13][C:14]([C:15]([OH:17])=[O:16])=[CH:20][CH:21]=3)[N:9]=[CH:10][C:5]2=[N:4][CH:3]=1, predict the reactants needed to synthesize it. The reactants are: [I:1][C:2]1[N:6]2[CH:7]=[C:8]([C:11]3[CH:21]=[CH:20][C:14]([C:15]([O:17]CC)=[O:16])=[CH:13][CH:12]=3)[N:9]=[CH:10][C:5]2=[N:4][CH:3]=1.O[Li].O.